From a dataset of Catalyst prediction with 721,799 reactions and 888 catalyst types from USPTO. Predict which catalyst facilitates the given reaction. (1) Reactant: [Cl:1][C:2]1[CH:10]=[CH:9][C:5]([C:6](Cl)=[O:7])=[CH:4][C:3]=1[S:11]([Cl:14])(=[O:13])=[O:12].[OH:15][CH2:16][CH2:17][N:18]1[CH2:23][CH2:22][O:21][CH2:20][CH2:19]1.S(Cl)(Cl)(=O)=O.CCOCC. Product: [Cl:1][C:2]1[CH:10]=[CH:9][C:5]([C:6]([O:15][CH2:16][CH2:17][N:18]2[CH2:23][CH2:22][O:21][CH2:20][CH2:19]2)=[O:7])=[CH:4][C:3]=1[S:11]([Cl:14])(=[O:13])=[O:12]. The catalyst class is: 2. (2) Reactant: [NH2:1][CH2:2][C:3]([NH:9][C:10]([O:12][CH2:13][C:14]1[CH:19]=[CH:18][CH:17]=[CH:16][CH:15]=1)=[O:11])([CH3:8])[C:4]([O:6][CH3:7])=[O:5].[Cl:20][C:21]1[CH:26]=[C:25]([Cl:27])[CH:24]=[CH:23][C:22]=1[S:28](Cl)(=[O:30])=[O:29].CCN(C(C)C)C(C)C. Product: [CH2:13]([O:12][C:10]([NH:9][C:3]([CH3:8])([CH2:2][NH:1][S:28]([C:22]1[CH:23]=[CH:24][C:25]([Cl:27])=[CH:26][C:21]=1[Cl:20])(=[O:30])=[O:29])[C:4]([O:6][CH3:7])=[O:5])=[O:11])[C:14]1[CH:15]=[CH:16][CH:17]=[CH:18][CH:19]=1. The catalyst class is: 2.